Dataset: CYP1A2 inhibition data for predicting drug metabolism from PubChem BioAssay. Task: Regression/Classification. Given a drug SMILES string, predict its absorption, distribution, metabolism, or excretion properties. Task type varies by dataset: regression for continuous measurements (e.g., permeability, clearance, half-life) or binary classification for categorical outcomes (e.g., BBB penetration, CYP inhibition). Dataset: cyp1a2_veith. (1) The result is 0 (non-inhibitor). The compound is CCCN[C@@H](C)C(=O)Nc1ccccc1C. (2) The compound is O=C(Nn1cnc2ccccc2c1=O)c1ccc(F)cc1Cl. The result is 0 (non-inhibitor). (3) The molecule is COC(=O)N1CCC2(CC1)CN(C(c1ccccc1)c1ccccc1)C2. The result is 0 (non-inhibitor). (4) The drug is C/C(CC(=O)Nc1cc(C)ccn1)=N\NC(=O)COc1cccc(C)c1. The result is 1 (inhibitor). (5) The molecule is CCOC(=O)Cn1cc(C(=O)c2ccccc2F)c2ccccc21. The result is 1 (inhibitor). (6) The drug is O=c1n(S(=O)(=O)c2cccs2)c2ccccc2n1S(=O)(=O)c1cccs1. The result is 0 (non-inhibitor).